From a dataset of NCI-60 drug combinations with 297,098 pairs across 59 cell lines. Regression. Given two drug SMILES strings and cell line genomic features, predict the synergy score measuring deviation from expected non-interaction effect. Drug 1: CNC(=O)C1=CC=CC=C1SC2=CC3=C(C=C2)C(=NN3)C=CC4=CC=CC=N4. Synergy scores: CSS=48.4, Synergy_ZIP=-3.94, Synergy_Bliss=-7.23, Synergy_Loewe=-18.0, Synergy_HSA=-9.75. Cell line: SR. Drug 2: CCN(CC)CCNC(=O)C1=C(NC(=C1C)C=C2C3=C(C=CC(=C3)F)NC2=O)C.